Dataset: Catalyst prediction with 721,799 reactions and 888 catalyst types from USPTO. Task: Predict which catalyst facilitates the given reaction. (1) Reactant: [C:1](=[O:4])([O-])[O-:2].[K+].[K+].O.[NH2:8]N.C(O[C:13](=O)[N:14]([CH2:28][C@H:29](O)CN1C(=O)C2=CC=CC=C2C1=O)[C:15]1[CH:20]=[CH:19][C:18]([N:21]2[CH2:26][CH2:25][O:24][CH2:23][CH2:22]2)=[C:17]([F:27])[CH:16]=1)C. Product: [F:27][C:17]1[CH:16]=[C:15]([N:14]([C@H:28]2[O:2][C:1](=[O:4])[NH:8][CH2:29]2)[CH3:13])[CH:20]=[CH:19][C:18]=1[N:21]1[CH2:22][CH2:23][O:24][CH2:25][CH2:26]1. The catalyst class is: 5. (2) Reactant: Cl.[NH2:2][C:3]1[C:12]2[C:7](=[CH:8][CH:9]=[C:10]([O:13][CH3:14])[CH:11]=2)[CH:6]=[C:5]([C:15](=[O:17])[CH3:16])[CH:4]=1.Cl.Cl[CH2:20][CH2:21][NH:22][CH2:23][CH2:24]Cl.C(N(C(C)C)CC)(C)C.[OH-].[K+]. Product: [CH3:14][O:13][C:10]1[CH:11]=[C:12]2[C:7](=[CH:8][CH:9]=1)[CH:6]=[C:5]([C:15](=[O:17])[CH3:16])[CH:4]=[C:3]2[N:2]1[CH2:24][CH2:23][NH:22][CH2:21][CH2:20]1. The catalyst class is: 226. (3) Reactant: CS(O[CH2:6][C:7]1[O:8][CH:9]=[C:10]([O:14][CH2:15][CH2:16][CH2:17][CH2:18][CH2:19][O:20][C:21]2[C:30]3[C:25](=[C:26]([C:31]([F:34])([F:33])[F:32])[CH:27]=[CH:28][CH:29]=3)[N:24]=[CH:23][CH:22]=2)[C:11](=[O:13])[CH:12]=1)(=O)=O.[NH:35]1[CH2:40][CH2:39][O:38][CH2:37][CH2:36]1. Product: [F:34][C:31]([F:32])([F:33])[C:26]1[CH:27]=[CH:28][CH:29]=[C:30]2[C:25]=1[N:24]=[CH:23][CH:22]=[C:21]2[O:20][CH2:19][CH2:18][CH2:17][CH2:16][CH2:15][O:14][C:10]1[C:11](=[O:13])[CH:12]=[C:7]([CH2:6][N:35]2[CH2:40][CH2:39][O:38][CH2:37][CH2:36]2)[O:8][CH:9]=1. The catalyst class is: 4. (4) Reactant: Br[C:2]1[CH:11]=[C:10]2[C:5]([CH:6]=[C:7]([NH:12][C:13]([CH:15]3[CH2:17][CH2:16]3)=[O:14])[N:8]=[CH:9]2)=[CH:4][CH:3]=1.[NH2:18][C:19]1[CH:24]=[CH:23][CH:22]=[CH:21][CH:20]=1.CC(C1C=C(C(C)C)C(C2C=CC=CC=2P(C2CCCCC2)C2CCCCC2)=C(C(C)C)C=1)C.C(=O)([O-])[O-].[Cs+].[Cs+]. Product: [C:19]1([NH:18][C:2]2[CH:11]=[C:10]3[C:5]([CH:6]=[C:7]([NH:12][C:13]([CH:15]4[CH2:17][CH2:16]4)=[O:14])[N:8]=[CH:9]3)=[CH:4][CH:3]=2)[CH:24]=[CH:23][CH:22]=[CH:21][CH:20]=1. The catalyst class is: 848.